From a dataset of NCI-60 drug combinations with 297,098 pairs across 59 cell lines. Regression. Given two drug SMILES strings and cell line genomic features, predict the synergy score measuring deviation from expected non-interaction effect. (1) Drug 1: CN1CCC(CC1)COC2=C(C=C3C(=C2)N=CN=C3NC4=C(C=C(C=C4)Br)F)OC. Drug 2: C1CN1P(=S)(N2CC2)N3CC3. Cell line: SR. Synergy scores: CSS=55.2, Synergy_ZIP=1.14, Synergy_Bliss=-3.24, Synergy_Loewe=-16.2, Synergy_HSA=-3.17. (2) Drug 1: CCN(CC)CCNC(=O)C1=C(NC(=C1C)C=C2C3=C(C=CC(=C3)F)NC2=O)C. Drug 2: COCCOC1=C(C=C2C(=C1)C(=NC=N2)NC3=CC=CC(=C3)C#C)OCCOC.Cl. Cell line: OVCAR-4. Synergy scores: CSS=5.94, Synergy_ZIP=-2.30, Synergy_Bliss=-1.47, Synergy_Loewe=-0.798, Synergy_HSA=-0.719. (3) Drug 1: C1CN(CCN1C(=O)CCBr)C(=O)CCBr. Drug 2: CCC1(C2=C(COC1=O)C(=O)N3CC4=CC5=C(C=CC(=C5CN(C)C)O)N=C4C3=C2)O.Cl. Cell line: CCRF-CEM. Synergy scores: CSS=90.0, Synergy_ZIP=7.50, Synergy_Bliss=7.34, Synergy_Loewe=6.76, Synergy_HSA=10.1. (4) Drug 1: CC1OCC2C(O1)C(C(C(O2)OC3C4COC(=O)C4C(C5=CC6=C(C=C35)OCO6)C7=CC(=C(C(=C7)OC)O)OC)O)O. Drug 2: C1=NC2=C(N1)C(=S)N=C(N2)N. Cell line: SK-MEL-5. Synergy scores: CSS=34.7, Synergy_ZIP=-10.4, Synergy_Bliss=-3.43, Synergy_Loewe=-4.19, Synergy_HSA=0.864. (5) Drug 1: C1=C(C(=O)NC(=O)N1)F. Drug 2: CCC1=C2CN3C(=CC4=C(C3=O)COC(=O)C4(CC)O)C2=NC5=C1C=C(C=C5)O. Cell line: SNB-19. Synergy scores: CSS=48.0, Synergy_ZIP=-3.15, Synergy_Bliss=-3.84, Synergy_Loewe=-0.638, Synergy_HSA=2.54. (6) Drug 1: C1=NC(=NC(=O)N1C2C(C(C(O2)CO)O)O)N. Drug 2: CCC1(CC2CC(C3=C(CCN(C2)C1)C4=CC=CC=C4N3)(C5=C(C=C6C(=C5)C78CCN9C7C(C=CC9)(C(C(C8N6C)(C(=O)OC)O)OC(=O)C)CC)OC)C(=O)OC)O.OS(=O)(=O)O. Cell line: NCI-H522. Synergy scores: CSS=5.30, Synergy_ZIP=-2.75, Synergy_Bliss=-0.126, Synergy_Loewe=-7.79, Synergy_HSA=1.64.